From a dataset of Peptide-MHC class I binding affinity with 185,985 pairs from IEDB/IMGT. Regression. Given a peptide amino acid sequence and an MHC pseudo amino acid sequence, predict their binding affinity value. This is MHC class I binding data. (1) The peptide sequence is TQGYFPDWQNY. The MHC is HLA-B57:01 with pseudo-sequence HLA-B57:01. The binding affinity (normalized) is 0. (2) The peptide sequence is KWKLQKIEL. The MHC is Mamu-B08 with pseudo-sequence Mamu-B08. The binding affinity (normalized) is 0.0117. (3) The peptide sequence is IYIVMPVFII. The binding affinity (normalized) is 0.170. The MHC is Mamu-B17 with pseudo-sequence Mamu-B17. (4) The peptide sequence is SQKHFDTWW. The MHC is HLA-A69:01 with pseudo-sequence HLA-A69:01. The binding affinity (normalized) is 0.0847. (5) The peptide sequence is FCIKILNPY. The MHC is HLA-A26:01 with pseudo-sequence HLA-A26:01. The binding affinity (normalized) is 0.173. (6) The peptide sequence is RPMSASRPA. The MHC is HLA-A11:01 with pseudo-sequence HLA-A11:01. The binding affinity (normalized) is 0.0847. (7) The peptide sequence is VPLLAIGCY. The MHC is HLA-B35:01 with pseudo-sequence HLA-B35:01. The binding affinity (normalized) is 0.526.